Dataset: Catalyst prediction with 721,799 reactions and 888 catalyst types from USPTO. Task: Predict which catalyst facilitates the given reaction. (1) The catalyst class is: 4. Reactant: [CH2:1]([N:8]1[CH:14]([CH3:15])[CH2:13][CH2:12][CH2:11][CH:10]([CH2:16][OH:17])[CH2:9]1)[C:2]1[CH:7]=[CH:6][CH:5]=[CH:4][CH:3]=1.[F:18][C:19]1[CH:24]=[CH:23][C:22](O)=[CH:21][C:20]=1[CH3:26].C1C=CC(P(C2C=CC=CC=2)C2C=CC=CC=2)=CC=1.CC(OC(/N=N/C(OC(C)C)=O)=O)C. Product: [F:18][C:19]1[CH:24]=[CH:23][C:22]([O:17][CH2:16][CH:10]2[CH2:9][N:8]([CH2:1][C:2]3[CH:7]=[CH:6][CH:5]=[CH:4][CH:3]=3)[CH:14]([CH3:15])[CH2:13][CH2:12][CH2:11]2)=[CH:21][C:20]=1[CH3:26]. (2) Reactant: C(OC([N:8]1[CH2:12][CH:11]([O:13][C:14]2[CH:19]=[CH:18][CH:17]=[CH:16][CH:15]=2)[CH:10]2[N:20]([C:23](=[O:45])[CH:24]([NH:28][C:29](=[O:44])[CH:30]([N:32]([C:34]([O:36][CH2:37][C:38]3[CH:43]=[CH:42][CH:41]=[CH:40][CH:39]=3)=[O:35])[CH3:33])[CH3:31])[CH:25]([CH3:27])[CH3:26])[CH2:21][CH2:22][CH:9]12)=O)(C)(C)C.C(O)(C(F)(F)F)=O. Product: [CH2:37]([O:36][C:34](=[O:35])[N:32]([CH3:33])[CH:30]([C:29](=[O:44])[NH:28][CH:24]([C:23]([N:20]1[CH2:21][CH2:22][CH:9]2[NH:8][CH2:12][CH:11]([O:13][C:14]3[CH:19]=[CH:18][CH:17]=[CH:16][CH:15]=3)[CH:10]12)=[O:45])[CH:25]([CH3:27])[CH3:26])[CH3:31])[C:38]1[CH:39]=[CH:40][CH:41]=[CH:42][CH:43]=1. The catalyst class is: 2. (3) Reactant: Br[C:2]1[CH:3]=[C:4]2[C:8](=[CH:9][CH:10]=1)[N:7](C(OC(C)(C)C)=O)[CH:6]=[C:5]2[C:18]1[CH:19]=[N:20][C:21]2[C:26]([CH:27]=1)=[CH:25][CH:24]=[CH:23][CH:22]=2.[Cl-].[Li+].C([Sn](CCCC)(CCCC)[C:35]1[S:39][C:38]([NH:40]C(=O)OC(C)(C)C)=[N:37][CH:36]=1)CCC. Product: [N:20]1[C:21]2[C:26](=[CH:25][CH:24]=[CH:23][CH:22]=2)[CH:27]=[C:18]([C:5]2[C:4]3[C:8](=[CH:9][CH:10]=[C:2]([C:35]4[S:39][C:38]([NH2:40])=[N:37][CH:36]=4)[CH:3]=3)[NH:7][CH:6]=2)[CH:19]=1. The catalyst class is: 128. (4) Reactant: [F:1][C:2]1[CH:16]=[C:15]([S:17]([CH3:20])(=[O:19])=[O:18])[CH:14]=[CH:13][C:3]=1[O:4][CH2:5][CH:6]1[CH2:11][CH2:10][C:9](=[O:12])[CH2:8][CH2:7]1.CCN(C(C)C)C(C)C.FC(F)(F)S(O[Si:36]([C:39]([CH3:42])([CH3:41])[CH3:40])([CH3:38])[CH3:37])(=O)=O.O. Product: [C:39]([Si:36]([O:12][C:9]1[CH2:8][CH2:7][CH:6]([CH2:5][O:4][C:3]2[CH:13]=[CH:14][C:15]([S:17]([CH3:20])(=[O:18])=[O:19])=[CH:16][C:2]=2[F:1])[CH2:11][CH:10]=1)([CH3:38])[CH3:37])([CH3:42])([CH3:41])[CH3:40]. The catalyst class is: 2. (5) Reactant: [C:1]([O:5][C:6]([N:8]1[C:16]2[C:11](=[CH:12][CH:13]=[C:14]([O:17][CH2:18][CH2:19][CH2:20]Br)[CH:15]=2)[CH:10]=[C:9]1[C:22]1[C:23]2[S:36][C:35]([CH2:37][OH:38])=[CH:34][C:24]=2[N:25]([C:27]([O:29][C:30]([CH3:33])([CH3:32])[CH3:31])=[O:28])[N:26]=1)=[O:7])([CH3:4])([CH3:3])[CH3:2].CCN(C(C)C)C(C)C.[NH:48]1[CH2:53][CH2:52][CH2:51][CH2:50][CH2:49]1. Product: [C:1]([O:5][C:6]([N:8]1[C:16]2[C:11](=[CH:12][CH:13]=[C:14]([O:17][CH2:18][CH2:19][CH2:20][N:48]3[CH2:53][CH2:52][CH2:51][CH2:50][CH2:49]3)[CH:15]=2)[CH:10]=[C:9]1[C:22]1[C:23]2[S:36][C:35]([CH2:37][OH:38])=[CH:34][C:24]=2[N:25]([C:27]([O:29][C:30]([CH3:33])([CH3:32])[CH3:31])=[O:28])[N:26]=1)=[O:7])([CH3:4])([CH3:3])[CH3:2]. The catalyst class is: 10.